From a dataset of Forward reaction prediction with 1.9M reactions from USPTO patents (1976-2016). Predict the product of the given reaction. (1) Given the reactants [Si:1]([O:8][C@H:9]1[CH2:18][C:17]2([CH2:20][CH2:19]2)[CH2:16][C:15]2[N:14]=[C:13]([CH:21]3[CH2:25][CH2:24][CH2:23][CH2:22]3)[C:12]([C:26]([C:28]3[CH:33]=[CH:32][C:31]([C:34]([F:37])([F:36])[F:35])=[CH:30][CH:29]=3)=[O:27])=[C:11]([CH:38]3[CH2:43][CH2:42][CH2:41][CH2:40][CH2:39]3)[C:10]1=2)([C:4]([CH3:7])([CH3:6])[CH3:5])([CH3:3])[CH3:2].[H-].C([Al+]CC(C)C)C(C)C.C(C(C(C([O-])=O)O)O)([O-])=O.[Na+].[K+], predict the reaction product. The product is: [Si:1]([O:8][C@H:9]1[CH2:18][C:17]2([CH2:20][CH2:19]2)[CH2:16][C:15]2[N:14]=[C:13]([CH:21]3[CH2:22][CH2:23][CH2:24][CH2:25]3)[C:12]([C@H:26]([C:28]3[CH:29]=[CH:30][C:31]([C:34]([F:35])([F:36])[F:37])=[CH:32][CH:33]=3)[OH:27])=[C:11]([CH:38]3[CH2:39][CH2:40][CH2:41][CH2:42][CH2:43]3)[C:10]1=2)([C:4]([CH3:7])([CH3:6])[CH3:5])([CH3:3])[CH3:2]. (2) Given the reactants [C:1]([O:5][C:6]([N:8]1[CH2:13][CH:12]=[C:11]([C:14]2[CH:19]=[CH:18][CH:17]=[C:16]([NH:20][C:21]([NH:23][C:24]3[C:33]4[C:28](=[C:29]([F:34])[CH:30]=[CH:31][CH:32]=4)[N:27]=[CH:26][CH:25]=3)=[O:22])[N:15]=2)[CH2:10][CH2:9]1)=[O:7])([CH3:4])([CH3:3])[CH3:2].C(O)(=O)C, predict the reaction product. The product is: [C:1]([O:5][C:6]([N:8]1[CH2:9][CH2:10][CH:11]([C:14]2[CH:19]=[CH:18][CH:17]=[C:16]([NH:20][C:21]([NH:23][C:24]3[C:33]4[C:28](=[C:29]([F:34])[CH:30]=[CH:31][CH:32]=4)[N:27]=[CH:26][CH:25]=3)=[O:22])[N:15]=2)[CH2:12][CH2:13]1)=[O:7])([CH3:4])([CH3:2])[CH3:3]. (3) Given the reactants [N:1]1([CH2:7]/[CH:8]=[CH:9]/[C:10]([OH:12])=O)[CH2:6][CH2:5][CH2:4][CH2:3][CH2:2]1.C(Cl)(=O)C([Cl:16])=O, predict the reaction product. The product is: [N:1]1([CH2:7]/[CH:8]=[CH:9]/[C:10]([Cl:16])=[O:12])[CH2:6][CH2:5][CH2:4][CH2:3][CH2:2]1. (4) Given the reactants [CH3:1][O:2][C:3]1[CH:12]=[CH:11][C:10]([NH:13][S:14]([CH3:17])(=[O:16])=[O:15])=[CH:9][C:4]=1[C:5]([O:7]C)=[O:6].[OH-].[Li+].Cl, predict the reaction product. The product is: [CH3:1][O:2][C:3]1[CH:12]=[CH:11][C:10]([NH:13][S:14]([CH3:17])(=[O:16])=[O:15])=[CH:9][C:4]=1[C:5]([OH:7])=[O:6].